This data is from Forward reaction prediction with 1.9M reactions from USPTO patents (1976-2016). The task is: Predict the product of the given reaction. Given the reactants [CH3:1][C:2]1([CH3:20])[C:6]([CH3:8])([CH3:7])[O:5][B:4]([C:9]2[CH:10]=[C:11]3[C:16](=[CH:17][CH:18]=2)[C:15](=[O:19])[NH:14][CH2:13][CH2:12]3)[O:3]1.[CH:21](I)([CH3:23])[CH3:22], predict the reaction product. The product is: [CH:21]([N:14]1[CH2:13][CH2:12][C:11]2[C:16](=[CH:17][CH:18]=[C:9]([B:4]3[O:3][C:2]([CH3:20])([CH3:1])[C:6]([CH3:7])([CH3:8])[O:5]3)[CH:10]=2)[C:15]1=[O:19])([CH3:23])[CH3:22].